Dataset: Catalyst prediction with 721,799 reactions and 888 catalyst types from USPTO. Task: Predict which catalyst facilitates the given reaction. Reactant: [F:1][C:2]1[CH:7]=[CH:6][C:5]([O:8][CH3:9])=[CH:4][C:3]=1[C:10]1[CH:15]=[CH:14][C:13]([O:16][CH2:17][C:18]2[CH:23]=[CH:22][C:21]([O:24][CH3:25])=[CH:20][CH:19]=2)=[CH:12][C:11]=1[CH2:26]O.C1(P(C2C=CC=CC=2)C2C=CC=CC=2)C=CC=CC=1.C(Br)(Br)(Br)[Br:48].O. Product: [Br:48][CH2:26][C:11]1[CH:12]=[C:13]([O:16][CH2:17][C:18]2[CH:23]=[CH:22][C:21]([O:24][CH3:25])=[CH:20][CH:19]=2)[CH:14]=[CH:15][C:10]=1[C:3]1[CH:4]=[C:5]([O:8][CH3:9])[CH:6]=[CH:7][C:2]=1[F:1]. The catalyst class is: 11.